Dataset: Full USPTO retrosynthesis dataset with 1.9M reactions from patents (1976-2016). Task: Predict the reactants needed to synthesize the given product. (1) Given the product [CH3:21][C:17]([C:11]1[CH:16]=[CH:15][CH:14]=[CH:13][CH:12]=1)([CH2:23][CH2:24][C@@H:25]([CH3:28])[CH2:26][CH3:27])[C:18]([OH:20])=[O:19], predict the reactants needed to synthesize it. The reactants are: C[Si]([N-][Si](C)(C)C)(C)C.[Li+].[C:11]1([CH:17]([CH3:21])[C:18]([OH:20])=[O:19])[CH:16]=[CH:15][CH:14]=[CH:13][CH:12]=1.Br[CH2:23][CH2:24][C@@H:25]([CH3:28])[CH2:26][CH3:27]. (2) Given the product [F:39][C:35]1[CH:34]=[C:33]([C:12]2[C:11]3[C:16](=[CH:17][CH:18]=[C:9]([OH:8])[CH:10]=3)[C:15](=[O:19])[N:14]([CH2:20][CH:21]([CH3:22])[CH3:23])[C:13]=2[CH2:24][NH:25][C:26](=[O:32])[O:27][C:28]([CH3:29])([CH3:31])[CH3:30])[CH:38]=[CH:37][CH:36]=1, predict the reactants needed to synthesize it. The reactants are: C([O:8][C:9]1[CH:10]=[C:11]2[C:16](=[CH:17][CH:18]=1)[C:15](=[O:19])[N:14]([CH2:20][CH:21]([CH3:23])[CH3:22])[C:13]([CH2:24][NH:25][C:26](=[O:32])[O:27][C:28]([CH3:31])([CH3:30])[CH3:29])=[C:12]2[C:33]1[CH:38]=[CH:37][CH:36]=[C:35]([F:39])[CH:34]=1)C1C=CC=CC=1. (3) Given the product [CH3:1][O:2][CH2:3][CH2:4][O:5][C:6]1[CH:7]=[C:8]2[C:12](=[C:13]([N:15]([CH3:25])[S:16]([C:19]3[CH:24]=[CH:23][CH:22]=[CH:21][N:20]=3)(=[O:18])=[O:17])[CH:14]=1)[NH:11][C:10]([C:26]1[S:27][CH:28]([CH2:31][C:32]([OH:34])=[O:33])[CH2:29][N:30]=1)=[CH:9]2, predict the reactants needed to synthesize it. The reactants are: [CH3:1][O:2][CH2:3][CH2:4][O:5][C:6]1[CH:7]=[C:8]2[C:12](=[C:13]([N:15]([CH3:25])[S:16]([C:19]3[CH:24]=[CH:23][CH:22]=[CH:21][N:20]=3)(=[O:18])=[O:17])[CH:14]=1)[NH:11][C:10]([C:26]1[S:27][CH:28]([CH2:31][C:32]([O:34]CC)=[O:33])[CH2:29][N:30]=1)=[CH:9]2.[OH-].[Na+].O1CCCC1.Cl. (4) Given the product [Cl:12][C:9]1[CH:8]=[CH:7][N:6]=[C:5]2[CH:4]=[C:3]([CH2:2][N:15]3[CH2:16][CH2:17][CH2:14][CH2:13]3)[S:11][C:10]=12, predict the reactants needed to synthesize it. The reactants are: O[CH2:2][C:3]1[S:11][C:10]2[C:5](=[N:6][CH:7]=[CH:8][C:9]=2[Cl:12])[CH:4]=1.[CH2:13]([N:15](CC)[CH2:16][CH3:17])[CH3:14].S(Cl)(C)(=O)=O.N1CCCC1.C(=O)(O)[O-].[Na+].S([O-])([O-])(=O)=O.[Mg+2]. (5) Given the product [ClH:44].[C:1]1([S:7]([C:10]2[CH:11]=[C:12]3[C:17](=[CH:18][CH:19]=2)[CH:16]([CH2:20][CH2:21][NH2:29])[CH2:15][CH2:14][CH2:13]3)(=[O:9])=[O:8])[CH:6]=[CH:5][CH:4]=[CH:3][CH:2]=1, predict the reactants needed to synthesize it. The reactants are: [C:1]1([S:7]([C:10]2[CH:11]=[C:12]3[C:17](=[CH:18][CH:19]=2)[CH:16]([CH2:20][CH2:21]OS(C)(=O)=O)[CH2:15][CH2:14][CH2:13]3)(=[O:9])=[O:8])[CH:6]=[CH:5][CH:4]=[CH:3][CH:2]=1.[I-].[K+].[N-:29]=[N+]=[N-].[Na+].[H-].[Al+3].[Li+].[H-].[H-].[H-].C1COCC1.[ClH:44]. (6) Given the product [Br:12][C:13]1[CH:14]=[CH:15][C:16]([Cl:21])=[C:17]([CH:18]([C:9]2[S:8][C:7]([C:2]3[CH:3]=[CH:4][CH:5]=[CH:6][N:1]=3)=[CH:11][CH:10]=2)[OH:19])[CH:20]=1, predict the reactants needed to synthesize it. The reactants are: [N:1]1[CH:6]=[CH:5][CH:4]=[CH:3][C:2]=1[C:7]1[S:8][CH:9]=[CH:10][CH:11]=1.[Br:12][C:13]1[CH:14]=[CH:15][C:16]([Cl:21])=[C:17]([CH:20]=1)[CH:18]=[O:19]. (7) Given the product [C:53]([C:57]1[CH:82]=[CH:81][C:60]([C:61]([NH:63][CH2:64][C:65]2[CH:70]=[CH:69][C:68]([C:38]3[CH:43]=[CH:42][N:41]=[C:40]4[NH:44][C:45]([C:47]5[CH:48]=[N:49][N:50]([CH3:52])[CH:51]=5)=[N:46][C:39]=34)=[CH:67][C:66]=2[CH3:80])=[O:62])=[CH:59][CH:58]=1)([CH3:56])([CH3:54])[CH3:55], predict the reactants needed to synthesize it. The reactants are: CN1C=C(C2NC3=NC=CC(C4C=CC(C5(NC(C6OC(C(C)(C)C)=NN=6)=O)CC5)=CC=4)=C3N=2)C=N1.Br[C:38]1[CH:43]=[CH:42][N:41]=[C:40]2[NH:44][C:45]([C:47]3[CH:48]=[N:49][N:50]([CH3:52])[CH:51]=3)=[N:46][C:39]=12.[C:53]([C:57]1[CH:82]=[CH:81][C:60]([C:61]([NH:63][CH2:64][C:65]2[CH:70]=[CH:69][C:68](B3OC(C)(C)C(C)(C)O3)=[CH:67][C:66]=2[CH3:80])=[O:62])=[CH:59][CH:58]=1)([CH3:56])([CH3:55])[CH3:54].P([O-])([O-])([O-])=O.[K+].[K+].[K+].C([O-])(=O)C.[Na+].C(#N)C. (8) Given the product [CH3:28][N:26]([CH3:27])[C:24]([CH2:23][C:19]1([NH:18][C:15]([C:7]2[CH:6]=[CH:5][C:4]([CH:1]3[CH2:2][CH2:3]3)=[C:9]([O:10][CH2:11][CH:12]3[CH2:13][CH2:14]3)[N:8]=2)=[O:17])[CH2:20][O:21][CH2:22]1)=[O:25], predict the reactants needed to synthesize it. The reactants are: [CH:1]1([C:4]2[CH:5]=[CH:6][C:7]([C:15]([OH:17])=O)=[N:8][C:9]=2[O:10][CH2:11][CH:12]2[CH2:14][CH2:13]2)[CH2:3][CH2:2]1.[NH2:18][C:19]1([CH2:23][C:24]([N:26]([CH3:28])[CH3:27])=[O:25])[CH2:22][O:21][CH2:20]1. (9) Given the product [CH:1]1([N:7]2[CH2:11][CH2:10][CH:9]([CH2:12][C:13]3[CH:18]=[CH:17][C:16]([C:19]4[CH:20]=[CH:21][C:22]([C:25]([OH:27])=[O:26])=[CH:23][CH:24]=4)=[CH:15][C:14]=3[O:29][C:30]([F:31])([F:32])[F:33])[C:8]2=[O:34])[CH2:6][CH2:5][CH2:4][CH2:3][CH2:2]1, predict the reactants needed to synthesize it. The reactants are: [CH:1]1([N:7]2[CH2:11][CH2:10][CH:9]([CH2:12][C:13]3[CH:18]=[CH:17][C:16]([C:19]4[CH:24]=[CH:23][C:22]([C:25]([O:27]C)=[O:26])=[CH:21][CH:20]=4)=[CH:15][C:14]=3[O:29][C:30]([F:33])([F:32])[F:31])[C:8]2=[O:34])[CH2:6][CH2:5][CH2:4][CH2:3][CH2:2]1.C1COCC1.O.O.[OH-].[Li+].